Dataset: Full USPTO retrosynthesis dataset with 1.9M reactions from patents (1976-2016). Task: Predict the reactants needed to synthesize the given product. (1) The reactants are: Br[CH2:2][CH2:3][CH2:4][C:5]([C:11]1[CH:16]=[CH:15][C:14]([O:17][CH3:18])=[C:13]([O:19][CH3:20])[CH:12]=1)([CH:8]([CH3:10])[CH3:9])[C:6]#[N:7].[CH3:21][NH:22][CH2:23][CH2:24][C:25]1[CH:26]=[C:27]([CH:35]=[CH:36][CH:37]=1)[C:28]([O:30][CH2:31][CH2:32][O:33][CH3:34])=[O:29]. Given the product [C:6]([C:5]([C:11]1[CH:16]=[CH:15][C:14]([O:17][CH3:18])=[C:13]([O:19][CH3:20])[CH:12]=1)([CH:8]([CH3:10])[CH3:9])[CH2:4][CH2:3][CH2:2][N:22]([CH3:21])[CH2:23][CH2:24][C:25]1[CH:26]=[C:27]([CH:35]=[CH:36][CH:37]=1)[C:28]([O:30][CH2:31][CH2:32][O:33][CH3:34])=[O:29])#[N:7], predict the reactants needed to synthesize it. (2) The reactants are: [C:1]1([C:7]2([CH2:12][OH:13])[CH2:11][CH2:10][CH2:9][CH2:8]2)[CH:6]=[CH:5][CH:4]=[CH:3][CH:2]=1.CC(OI1(OC(C)=O)(OC(C)=O)OC(=O)C2C1=CC=CC=2)=O.C(=O)(O)[O-].[Na+].O. Given the product [C:1]1([C:7]2([CH:12]=[O:13])[CH2:11][CH2:10][CH2:9][CH2:8]2)[CH:6]=[CH:5][CH:4]=[CH:3][CH:2]=1, predict the reactants needed to synthesize it. (3) The reactants are: [NH:1]1[C@@H:10]2[C@@H:5]([CH2:6][CH2:7][CH2:8][CH2:9]2)[CH2:4][CH2:3][CH2:2]1.[Cl:11][C:12]1[CH:19]=[C:18](F)[CH:17]=[CH:16][C:13]=1[C:14]#[N:15].C(=O)([O-])[O-].[Li+].[Li+].O. Given the product [Cl:11][C:12]1[CH:19]=[C:18]([N:1]2[CH:10]3[CH:5]([CH2:6][CH2:7][CH2:8][CH2:9]3)[CH2:4][CH2:3][CH2:2]2)[CH:17]=[CH:16][C:13]=1[C:14]#[N:15], predict the reactants needed to synthesize it. (4) Given the product [NH2:7][C:4]([CH3:8])([C:3]([F:10])([F:9])[F:2])[CH2:5][NH:6][C:27]([C:23]1[N:18]2[CH:19]=[C:20]([CH3:22])[CH:21]=[C:16]([O:15][CH2:14][C:13]3[C:30]([F:34])=[CH:31][CH:32]=[CH:33][C:12]=3[F:11])[C:17]2=[N:25][C:24]=1[CH3:26])=[O:28], predict the reactants needed to synthesize it. The reactants are: Cl.[F:2][C:3]([F:10])([F:9])[C:4]([CH3:8])([NH2:7])[CH2:5][NH2:6].[F:11][C:12]1[CH:33]=[CH:32][CH:31]=[C:30]([F:34])[C:13]=1[CH2:14][O:15][C:16]1[C:17]2[N:18]([C:23]([C:27](O)=[O:28])=[C:24]([CH3:26])[N:25]=2)[CH:19]=[C:20]([CH3:22])[CH:21]=1.CN(C(ON1N=NC2C=CC=CC1=2)=[N+](C)C)C.[B-](F)(F)(F)F.CN1CCOCC1. (5) Given the product [ClH:12].[CH3:1][C:2]1[C:10]2[C:5](=[CH:6][C:7]([NH:11][C:17]3[N:16]=[C:15]([NH:19][C:20]4[CH:25]=[CH:24][CH:23]=[C:22]([CH2:26][S:27]([CH3:30])(=[O:28])=[O:29])[CH:21]=4)[N:14]=[CH:13][N:18]=3)=[CH:8][CH:9]=2)[NH:4][N:3]=1, predict the reactants needed to synthesize it. The reactants are: [CH3:1][C:2]1[C:10]2[C:5](=[CH:6][C:7]([NH2:11])=[CH:8][CH:9]=2)[NH:4][N:3]=1.[Cl:12][C:13]1[N:18]=[CH:17][N:16]=[C:15]([NH:19][C:20]2[CH:25]=[CH:24][CH:23]=[C:22]([CH2:26][S:27]([CH3:30])(=[O:29])=[O:28])[CH:21]=2)[N:14]=1. (6) Given the product [CH2:1]([C:3]([C:21]1[CH:26]=[CH:25][C:24]([O:27][CH2:35][C@@H:33]2[O:34][C:30](=[O:29])[CH2:31][CH2:32]2)=[C:23]([CH3:28])[CH:22]=1)([C:6]1[CH:11]=[CH:10][C:9](/[CH:12]=[CH:13]/[C:14]([CH2:15][CH3:16])([OH:17])[CH2:18][CH3:19])=[C:8]([CH3:20])[CH:7]=1)[CH2:4][CH3:5])[CH3:2], predict the reactants needed to synthesize it. The reactants are: [CH2:1]([C:3]([C:21]1[CH:26]=[CH:25][C:24]([OH:27])=[C:23]([CH3:28])[CH:22]=1)([C:6]1[CH:11]=[CH:10][C:9](/[CH:12]=[CH:13]/[C:14]([CH2:18][CH3:19])([OH:17])[CH2:15][CH3:16])=[C:8]([CH3:20])[CH:7]=1)[CH2:4][CH3:5])[CH3:2].[O:29]=[C:30]1[O:34][C@@H:33]([CH2:35]OS(C2C=CC(C)=CC=2)(=O)=O)[CH2:32][CH2:31]1. (7) Given the product [CH2:10]([NH:14][C:2]1[CH:9]=[CH:8][CH:7]=[CH:6][C:3]=1[C:4]#[N:5])[CH2:11][CH2:12][CH3:13], predict the reactants needed to synthesize it. The reactants are: F[C:2]1[CH:9]=[CH:8][CH:7]=[CH:6][C:3]=1[C:4]#[N:5].[CH2:10]([NH2:14])[CH2:11][CH2:12][CH3:13].